Dataset: Forward reaction prediction with 1.9M reactions from USPTO patents (1976-2016). Task: Predict the product of the given reaction. (1) Given the reactants [NH2:1][CH2:2][CH2:3][CH2:4][O:5][C:6]1[CH:7]=[C:8]([C:12]2[S:20][C:19]3[C:14](=[N:15][CH:16]=[CH:17][C:18]=3[O:21][C:22]3[CH:27]=[CH:26][C:25]([NH:28][C:29](=[O:42])[CH2:30][C:31]([NH:33][C:34]4[CH:39]=[CH:38][CH:37]=[CH:36][C:35]=4[O:40][CH3:41])=[O:32])=[CH:24][C:23]=3[F:43])[CH:13]=2)[CH:9]=[CH:10][CH:11]=1.[N:44]1([C:49](N)=[NH:50])C=CC=N1.CCN(C(C)C)C(C)C, predict the reaction product. The product is: [F:43][C:23]1[CH:24]=[C:25]([NH:28][C:29](=[O:42])[CH2:30][C:31]([NH:33][C:34]2[CH:39]=[CH:38][CH:37]=[CH:36][C:35]=2[O:40][CH3:41])=[O:32])[CH:26]=[CH:27][C:22]=1[O:21][C:18]1[CH:17]=[CH:16][N:15]=[C:14]2[CH:13]=[C:12]([C:8]3[CH:9]=[CH:10][CH:11]=[C:6]([O:5][CH2:4][CH2:3][CH2:2][NH:1][C:49]([NH2:50])=[NH:44])[CH:7]=3)[S:20][C:19]=12. (2) Given the reactants F[C:2]1[CH:3]=[N:4][CH:5]=[CH:6][C:7]=1[C:8]1[O:9][C:10]2[CH:16]=[CH:15][C:14]([C:17]([F:20])([F:19])[F:18])=[CH:13][C:11]=2[N:12]=1.C(=O)([O-])[O-].[K+].[K+].Cl.CN.[CH3:30][N:31](C=O)C, predict the reaction product. The product is: [CH3:30][NH:31][C:2]1[CH:3]=[N:4][CH:5]=[CH:6][C:7]=1[C:8]1[O:9][C:10]2[CH:16]=[CH:15][C:14]([C:17]([F:20])([F:19])[F:18])=[CH:13][C:11]=2[N:12]=1. (3) Given the reactants [CH3:1][O:2][C:3]1[CH:23]=[CH:22][C:6]([O:7][C:8]2[CH2:12][N:11]([C@@H:13]([CH2:17][CH:18]([CH3:20])[CH3:19])[C:14]([OH:16])=O)[C:10](=[O:21])[CH:9]=2)=[CH:5][CH:4]=1.C(N(CC)C(C)C)(C)C.F[P-](F)(F)(F)(F)F.N1(O[P+](N(C)C)(N(C)C)N(C)C)C2C=CC=CC=2N=N1.[CH3:60][C:61]1([CH3:73])[O:65][C@H:64]([CH2:66][N:67]2[CH:71]=[CH:70][C:69]([NH2:72])=[N:68]2)[CH2:63][O:62]1, predict the reaction product. The product is: [CH3:60][C:61]1([CH3:73])[O:65][C@H:64]([CH2:66][N:67]2[CH:71]=[CH:70][C:69]([NH:72][C:14](=[O:16])[C@@H:13]([N:11]3[CH2:12][C:8]([O:7][C:6]4[CH:5]=[CH:4][C:3]([O:2][CH3:1])=[CH:23][CH:22]=4)=[CH:9][C:10]3=[O:21])[CH2:17][CH:18]([CH3:20])[CH3:19])=[N:68]2)[CH2:63][O:62]1. (4) The product is: [CH3:16][O:12][C:11](=[O:13])[C:10]1[CH:14]=[CH:15][C:7]([C:5]2[N:6]=[C:2]([CH3:1])[S:3][CH:4]=2)=[CH:8][CH:9]=1. Given the reactants [CH3:1][C:2]1[S:3][CH:4]=[C:5]([C:7]2[CH:15]=[CH:14][C:10]([C:11]([OH:13])=[O:12])=[CH:9][CH:8]=2)[N:6]=1.[C:16]1(C)C=CC=CC=1.CO.[Si](C=[N+]=[N-])(C)(C)C, predict the reaction product. (5) Given the reactants CO[N:3]=[CH:4][C:5]1[CH:10]=[CH:9][N:8]([C:11]2[CH:15]=[CH:14][O:13][CH:12]=2)[C:7](=[O:16])[CH:6]=1, predict the reaction product. The product is: [NH2:3][CH2:4][C:5]1[CH:10]=[CH:9][N:8]([C:11]2[CH:15]=[CH:14][O:13][CH:12]=2)[C:7](=[O:16])[CH:6]=1. (6) Given the reactants [C:1]([O:5][C:6]([N:8]1[CH2:14][CH2:13][C:12]2[CH:15]=[CH:16][C:17]([C:19]3[O:20]C=CC=3)=[CH:18][C:11]=2[C@H:10]([CH3:24])[CH2:9]1)=[O:7])([CH3:4])([CH3:3])[CH3:2].C(Cl)(Cl)(Cl)Cl.CC#N.[OH2:33], predict the reaction product. The product is: [C:1]([O:5][C:6]([N:8]1[CH2:9][C@@H:10]([CH3:24])[C:11]2[CH:18]=[C:17]([C:19]([OH:33])=[O:20])[CH:16]=[CH:15][C:12]=2[CH2:13][CH2:14]1)=[O:7])([CH3:4])([CH3:3])[CH3:2]. (7) Given the reactants [Br:1][C:2]1[N:7]=[C:6]([C:8]([OH:10])=O)[CH:5]=[CH:4][CH:3]=1.O=S(Cl)[Cl:13].C(Cl)Cl.CO, predict the reaction product. The product is: [Br:1][C:2]1[N:7]=[C:6]([C:8]([Cl:13])=[O:10])[CH:5]=[CH:4][CH:3]=1.